From a dataset of Reaction yield outcomes from USPTO patents with 853,638 reactions. Predict the reaction yield, written as a fraction of the theoretical maximum amount of product (1.0 means a 100% yield; for example, 0.34 means a 34% yield). (1) The reactants are C(O[C:6](=O)[N:7]([CH2:9][CH:10]([NH:17][C:18]1[C:27]2[C:22](=[C:23]([C:36](=[O:38])[NH2:37])[CH:24]=[C:25]([O:28][CH2:29][C:30]3[CH:35]=[CH:34][CH:33]=[CH:32][CH:31]=3)[CH:26]=2)[N:21]=[CH:20][N:19]=1)[C:11]1[CH:16]=[CH:15][CH:14]=[CH:13][CH:12]=1)C)(C)(C)C.C1COCC1.Cl. The catalyst is O1CCOCC1. The product is [CH2:29]([O:28][C:25]1[CH:26]=[C:27]2[C:22](=[C:23]([C:36]([NH2:37])=[O:38])[CH:24]=1)[N:21]=[CH:20][N:19]=[C:18]2[NH:17][CH:10]([C:11]1[CH:12]=[CH:13][CH:14]=[CH:15][CH:16]=1)[CH2:9][NH:7][CH3:6])[C:30]1[CH:31]=[CH:32][CH:33]=[CH:34][CH:35]=1. The yield is 0.780. (2) The product is [OH:1][C:2]1[CH:9]=[CH:8][CH:7]=[CH:6][C:3]=1[CH:4]=[CH:9][C:8](=[O:14])[CH:7]=[CH:6][C:10]1[CH:4]=[CH:3][CH:2]=[CH:13][C:11]=1[OH:12]. The reactants are [OH:1][C:2]1[CH:9]=[CH:8][CH:7]=[CH:6][C:3]=1[CH:4]=O.[CH3:10][C:11]([CH3:13])=[O:12].[OH-:14].[Na+].Cl. The yield is 0.800. The catalyst is C(O)C.O. (3) The reactants are [F:1][C:2]1[CH:28]=[C:27]([F:29])[CH:26]=[CH:25][C:3]=1[CH2:4][N:5]1[CH2:10][CH2:9][N:8]([C:11]2[N:12]=[C:13]3[CH2:24][CH2:23][NH:22][CH2:21][C:14]3=[N:15][C:16]=2[NH:17][CH:18]([CH3:20])[CH3:19])[CH2:7][CH2:6]1.CCN(C(C)C)C(C)C.[C:39](Cl)(=[O:43])[CH:40]([CH3:42])[CH3:41]. The catalyst is C(Cl)Cl. The product is [F:1][C:2]1[CH:28]=[C:27]([F:29])[CH:26]=[CH:25][C:3]=1[CH2:4][N:5]1[CH2:10][CH2:9][N:8]([C:11]2[N:12]=[C:13]3[CH2:24][CH2:23][N:22]([C:39](=[O:43])[CH:40]([CH3:42])[CH3:41])[CH2:21][C:14]3=[N:15][C:16]=2[NH:17][CH:18]([CH3:20])[CH3:19])[CH2:7][CH2:6]1. The yield is 0.669. (4) The reactants are [Br:1][C:2]1[C:3](=[O:8])[O:4][CH2:5][C:6]=1Br.C([O-])([O-])=O.[Cs+].[Cs+].[NH:15]1[CH2:20][CH2:19][O:18][CH2:17][CH2:16]1. The catalyst is CN(C=O)C. The product is [Br:1][C:2]1[C:3](=[O:8])[O:4][CH2:5][C:6]=1[N:15]1[CH2:20][CH2:19][O:18][CH2:17][CH2:16]1. The yield is 0.850.